Dataset: NCI-60 drug combinations with 297,098 pairs across 59 cell lines. Task: Regression. Given two drug SMILES strings and cell line genomic features, predict the synergy score measuring deviation from expected non-interaction effect. (1) Cell line: HCT116. Drug 1: C1=CC(=CC=C1CCC2=CNC3=C2C(=O)NC(=N3)N)C(=O)NC(CCC(=O)O)C(=O)O. Synergy scores: CSS=31.5, Synergy_ZIP=3.92, Synergy_Bliss=0.440, Synergy_Loewe=-21.7, Synergy_HSA=0.518. Drug 2: C1=CC(=CC=C1C#N)C(C2=CC=C(C=C2)C#N)N3C=NC=N3. (2) Drug 1: C1=NC2=C(N=C(N=C2N1C3C(C(C(O3)CO)O)F)Cl)N. Drug 2: C1CN(P(=O)(OC1)NCCCl)CCCl. Cell line: A498. Synergy scores: CSS=4.79, Synergy_ZIP=-2.74, Synergy_Bliss=-2.37, Synergy_Loewe=-13.2, Synergy_HSA=-1.25. (3) Drug 1: C1CN1P(=S)(N2CC2)N3CC3. Drug 2: C1C(C(OC1N2C=NC3=C(N=C(N=C32)Cl)N)CO)O. Cell line: EKVX. Synergy scores: CSS=-2.56, Synergy_ZIP=1.14, Synergy_Bliss=1.74, Synergy_Loewe=-4.32, Synergy_HSA=-3.70. (4) Cell line: A498. Drug 1: CN(C)N=NC1=C(NC=N1)C(=O)N. Drug 2: CS(=O)(=O)CCNCC1=CC=C(O1)C2=CC3=C(C=C2)N=CN=C3NC4=CC(=C(C=C4)OCC5=CC(=CC=C5)F)Cl. Synergy scores: CSS=6.51, Synergy_ZIP=-1.50, Synergy_Bliss=1.42, Synergy_Loewe=-4.10, Synergy_HSA=-0.411. (5) Drug 1: CC1=C(C(CCC1)(C)C)C=CC(=CC=CC(=CC(=O)O)C)C. Drug 2: CC1=C2C(C(=O)C3(C(CC4C(C3C(C(C2(C)C)(CC1OC(=O)C(C(C5=CC=CC=C5)NC(=O)OC(C)(C)C)O)O)OC(=O)C6=CC=CC=C6)(CO4)OC(=O)C)O)C)O. Cell line: NCIH23. Synergy scores: CSS=21.9, Synergy_ZIP=10.2, Synergy_Bliss=9.92, Synergy_Loewe=10.4, Synergy_HSA=9.41. (6) Drug 1: C1=NC2=C(N1)C(=S)N=C(N2)N. Drug 2: C1CC(=O)NC(=O)C1N2C(=O)C3=CC=CC=C3C2=O. Cell line: PC-3. Synergy scores: CSS=14.8, Synergy_ZIP=-1.03, Synergy_Bliss=-2.24, Synergy_Loewe=-17.7, Synergy_HSA=-1.54. (7) Drug 1: CC1=CC=C(C=C1)C2=CC(=NN2C3=CC=C(C=C3)S(=O)(=O)N)C(F)(F)F. Drug 2: CC1C(C(CC(O1)OC2CC(OC(C2O)C)OC3=CC4=CC5=C(C(=O)C(C(C5)C(C(=O)C(C(C)O)O)OC)OC6CC(C(C(O6)C)O)OC7CC(C(C(O7)C)O)OC8CC(C(C(O8)C)O)(C)O)C(=C4C(=C3C)O)O)O)O. Cell line: MALME-3M. Synergy scores: CSS=42.3, Synergy_ZIP=6.27, Synergy_Bliss=5.79, Synergy_Loewe=-28.3, Synergy_HSA=5.15.